Dataset: Forward reaction prediction with 1.9M reactions from USPTO patents (1976-2016). Task: Predict the product of the given reaction. (1) Given the reactants [Cl:1][C:2]1[CH:3]=[C:4]([N:8]=[C:9]=[O:10])[CH:5]=[CH:6][CH:7]=1.Cl.[NH2:12][CH2:13][C:14]1[CH:22]=[CH:21][CH:20]=[C:19]2[C:15]=1[CH2:16][N:17]([CH:24]1[CH2:29][CH2:28][C:27](=[O:30])[NH:26][C:25]1=[O:31])[C:18]2=[O:23].C(N(CC)CC)C, predict the reaction product. The product is: [Cl:1][C:2]1[CH:3]=[C:4]([NH:8][C:9]([NH:12][CH2:13][C:14]2[CH:22]=[CH:21][CH:20]=[C:19]3[C:15]=2[CH2:16][N:17]([CH:24]2[CH2:29][CH2:28][C:27](=[O:30])[NH:26][C:25]2=[O:31])[C:18]3=[O:23])=[O:10])[CH:5]=[CH:6][CH:7]=1. (2) Given the reactants CO[C:3]1[CH:23]=[CH:22][C:6]([CH2:7][O:8][C:9]2[CH:10]=[C:11]3[C:16](=[CH:17][C:18]=2[O:19][CH3:20])[N:15]=[N:14][CH:13]=[C:12]3Br)=[CH:5][CH:4]=1.[F:24][C:25]1[N:30]=[CH:29][C:28](B(O)O)=[CH:27][C:26]=1[CH3:34].C(=O)([O-])[O-].[Na+].[Na+], predict the reaction product. The product is: [CH2:7]([O:8][C:9]1[CH:10]=[C:11]2[C:16](=[CH:17][C:18]=1[O:19][CH3:20])[N:15]=[N:14][CH:13]=[C:12]2[C:28]1[CH:29]=[N:30][C:25]([F:24])=[C:26]([CH3:34])[CH:27]=1)[C:6]1[CH:5]=[CH:4][CH:3]=[CH:23][CH:22]=1. (3) Given the reactants Cl[C:2]([O:4][C:5]1[CH:10]=[CH:9][CH:8]=[CH:7][CH:6]=1)=[O:3].[CH:11]([O:14][C:15]1[CH:21]=[CH:20][C:18]([NH2:19])=[CH:17][CH:16]=1)([CH3:13])[CH3:12].C(#N)C.C(N(CC)CC)C, predict the reaction product. The product is: [CH:11]([O:14][C:15]1[CH:21]=[CH:20][C:18]([NH:19][C:2](=[O:3])[O:4][C:5]2[CH:10]=[CH:9][CH:8]=[CH:7][CH:6]=2)=[CH:17][CH:16]=1)([CH3:13])[CH3:12]. (4) Given the reactants [CH3:1][C:2]1[O:3][C:4]([CH:7]([CH2:13][N+:14]([O-])=O)[CH2:8][C:9](OC)=[O:10])=[CH:5][N:6]=1, predict the reaction product. The product is: [CH3:1][C:2]1[O:3][C:4]([CH:7]2[CH2:13][NH:14][C:9](=[O:10])[CH2:8]2)=[CH:5][N:6]=1.